From a dataset of Full USPTO retrosynthesis dataset with 1.9M reactions from patents (1976-2016). Predict the reactants needed to synthesize the given product. (1) Given the product [C:14]([N:6]1[C:7]2[C:12](=[CH:11][CH:10]=[CH:9][CH:8]=2)[CH2:13][CH:5]1[CH2:1][CH2:4][CH2:23][CH3:24])(=[O:16])[CH3:15], predict the reactants needed to synthesize it. The reactants are: [C:1]([CH:5]1[CH2:13][C:12]2[C:7](=[CH:8][CH:9]=[CH:10][CH:11]=2)[NH:6]1)([CH3:4])(C)C.[C:14](OC(=O)C)(=[O:16])[CH3:15].O.N1C=CC=[CH:24][CH:23]=1. (2) Given the product [Br:13][C:3]1[C:2]([NH:1][C:22](=[O:23])[C:21]([F:32])([F:31])[F:20])=[CH:11][C:10]([F:12])=[CH:9][C:4]=1[C:5]([O:7][CH3:8])=[O:6], predict the reactants needed to synthesize it. The reactants are: [NH2:1][C:2]1[C:3]([Br:13])=[C:4]([CH:9]=[C:10]([F:12])[CH:11]=1)[C:5]([O:7][CH3:8])=[O:6].C([O-])([O-])=O.[K+].[K+].[F:20][C:21]([F:32])([F:31])[C:22](O[C:22](=[O:23])[C:21]([F:32])([F:31])[F:20])=[O:23]. (3) Given the product [CH3:1][O:2][CH2:3][N:4]1[C:9](=[O:10])[N:8]2[CH:11]=[N:12][C:13]([C:14](=[S:18])[NH2:16])=[C:7]2[N:6]=[N:5]1, predict the reactants needed to synthesize it. The reactants are: [CH3:1][O:2][CH2:3][N:4]1[C:9](=[O:10])[N:8]2[CH:11]=[N:12][C:13]([C:14]([NH2:16])=O)=[C:7]2[N:6]=[N:5]1.P12(SP3(SP(SP(S3)(S1)=S)(=S)S2)=S)=[S:18].C[Si](C)(C)O[Si](C)(C)C. (4) Given the product [C:1]([NH:5][C:6]([C:8]1[C:16]2[C:11](=[N:12][CH:13]=[C:14]([C:17]3[C:25]4[C:20](=[CH:21][CH:22]=[C:23]([O:26][CH:27]([F:28])[F:29])[CH:24]=4)[N:19]([CH2:39][CH2:40][CH2:41][N:42]([CH3:50])[C:43](=[O:49])[O:44][C:45]([CH3:48])([CH3:47])[CH3:46])[N:18]=3)[N:15]=2)[N:10]([CH2:30][O:31][CH2:32][CH2:33][Si:34]([CH3:37])([CH3:36])[CH3:35])[CH:9]=1)=[O:7])([CH3:4])([CH3:3])[CH3:2], predict the reactants needed to synthesize it. The reactants are: [C:1]([NH:5][C:6]([C:8]1[C:16]2[C:11](=[N:12][CH:13]=[C:14]([C:17]3[C:25]4[C:20](=[CH:21][CH:22]=[C:23]([O:26][CH:27]([F:29])[F:28])[CH:24]=4)[NH:19][N:18]=3)[N:15]=2)[N:10]([CH2:30][O:31][CH2:32][CH2:33][Si:34]([CH3:37])([CH3:36])[CH3:35])[CH:9]=1)=[O:7])([CH3:4])([CH3:3])[CH3:2].Cl[CH2:39][CH2:40][CH2:41][N:42]([CH3:50])[C:43](=[O:49])[O:44][C:45]([CH3:48])([CH3:47])[CH3:46].C(=O)([O-])[O-].[Cs+].[Cs+]. (5) Given the product [C:11]1([CH:10]([C:17]2[CH:22]=[CH:21][CH:20]=[CH:19][CH:18]=2)[CH2:9][CH2:8][I:1])[CH:16]=[CH:15][CH:14]=[CH:13][CH:12]=1, predict the reactants needed to synthesize it. The reactants are: [I-:1].[Na+].CS(O[CH2:8][CH2:9][CH:10]([C:17]1[CH:22]=[CH:21][CH:20]=[CH:19][CH:18]=1)[C:11]1[CH:16]=[CH:15][CH:14]=[CH:13][CH:12]=1)(=O)=O. (6) Given the product [Br:1][C:2]1[CH:7]=[CH:6][C:5]([O:8][CH2:10][C:11]2([C:14]([O:16][CH3:17])=[O:15])[CH2:13][CH2:12]2)=[CH:4][CH:3]=1, predict the reactants needed to synthesize it. The reactants are: [Br:1][C:2]1[CH:7]=[CH:6][C:5]([OH:8])=[CH:4][CH:3]=1.O[CH2:10][C:11]1([C:14]([O:16][CH3:17])=[O:15])[CH2:13][CH2:12]1. (7) Given the product [CH3:1][O:2][C:3]1[CH:8]=[CH:7][C:6]([O:9][C:11]2[CH:16]=[CH:15][C:14]([N+:17]([O-:19])=[O:18])=[CH:13][CH:12]=2)=[CH:5][CH:4]=1, predict the reactants needed to synthesize it. The reactants are: [CH3:1][O:2][C:3]1[CH:8]=[CH:7][C:6]([OH:9])=[CH:5][CH:4]=1.F[C:11]1[CH:16]=[CH:15][C:14]([N+:17]([O-:19])=[O:18])=[CH:13][CH:12]=1. (8) Given the product [CH2:1]([O:8][C:9]([N:11]1[CH2:15][CH:14]([OH:16])[CH2:13][CH:12]1[C:24]([C:26]1[C:34]2[C:29](=[CH:30][C:31]([F:35])=[CH:32][CH:33]=2)[NH:28][CH:27]=1)=[O:25])=[O:10])[C:2]1[CH:7]=[CH:6][CH:5]=[CH:4][CH:3]=1, predict the reactants needed to synthesize it. The reactants are: [CH2:1]([O:8][C:9]([N:11]1[CH2:15][CH:14]([O:16][Si](C(C)(C)C)(C)C)[CH2:13][CH:12]1[C:24]([C:26]1[C:34]2[C:29](=[CH:30][C:31]([F:35])=[CH:32][CH:33]=2)[NH:28][CH:27]=1)=[O:25])=[O:10])[C:2]1[CH:7]=[CH:6][CH:5]=[CH:4][CH:3]=1.CCCC[N+](CCCC)(CCCC)CCCC.[F-].CCCC[N+](CCCC)(CCCC)CCCC.[F-].C1COCC1. (9) The reactants are: [F:1][C:2]1[CH:7]=[C:6]([O:8][CH2:9][CH:10]2[CH2:15][CH2:14][N:13]([CH2:16][C:17]([F:20])([CH3:19])[CH3:18])[CH2:12][CH2:11]2)[CH:5]=[CH:4][C:3]=1[C:21]1[N:22]=[CH:23][C:24]([C:27]([OH:29])=O)=[N:25][CH:26]=1.[NH:30]1[CH2:34][CH2:33][CH2:32][C@H:31]1[C:35]([NH2:37])=[O:36].C1C=CC2N(O)N=NC=2C=1.C(Cl)CCl.CCN(C(C)C)C(C)C.[NH4+].[Cl-]. Given the product [F:1][C:2]1[CH:7]=[C:6]([O:8][CH2:9][CH:10]2[CH2:15][CH2:14][N:13]([CH2:16][C:17]([F:20])([CH3:18])[CH3:19])[CH2:12][CH2:11]2)[CH:5]=[CH:4][C:3]=1[C:21]1[N:22]=[CH:23][C:24]([C:27]([N:30]2[CH2:34][CH2:33][CH2:32][C@H:31]2[C:35]([NH2:37])=[O:36])=[O:29])=[N:25][CH:26]=1, predict the reactants needed to synthesize it.